Dataset: Full USPTO retrosynthesis dataset with 1.9M reactions from patents (1976-2016). Task: Predict the reactants needed to synthesize the given product. Given the product [CH:1]1([CH2:8][OH:9])[CH2:7][CH2:6][CH2:5][CH2:4][CH2:3][CH2:2]1, predict the reactants needed to synthesize it. The reactants are: [CH:1]1([C:8](OC)=[O:9])[CH2:7][CH2:6][CH2:5][CH2:4][CH2:3][CH2:2]1.[H-].[Al+3].[Li+].[H-].[H-].[H-].[OH-].[Na+].C(OCC)(=O)C.